From a dataset of Full USPTO retrosynthesis dataset with 1.9M reactions from patents (1976-2016). Predict the reactants needed to synthesize the given product. (1) Given the product [C:13]1([C:12]#[C:11][C:8]2[CH:7]=[N:6][C:5]([NH:25][CH:22]3[CH2:23][CH2:24][O:19][CH2:20][CH2:21]3)=[N:10][CH:9]=2)[CH:18]=[CH:17][CH:16]=[CH:15][CH:14]=1, predict the reactants needed to synthesize it. The reactants are: CS([C:5]1[N:10]=[CH:9][C:8]([C:11]#[C:12][C:13]2[CH:18]=[CH:17][CH:16]=[CH:15][CH:14]=2)=[CH:7][N:6]=1)(=O)=O.[O:19]1[CH2:24][CH2:23][CH:22]([NH2:25])[CH2:21][CH2:20]1. (2) Given the product [Br-:23].[CH2:30]([O:29][C:27](=[O:28])[CH2:26][CH2:25][CH2:24][N+:1]12[CH2:6][CH2:5][C:4]([C:9]([OH:10])([C:17]3[CH:22]=[CH:21][CH:20]=[CH:19][CH:18]=3)[C:11]3[CH:12]=[CH:13][CH:14]=[CH:15][CH:16]=3)([CH2:3][CH2:2]1)[CH2:7][CH2:8]2)[CH3:31], predict the reactants needed to synthesize it. The reactants are: [N:1]12[CH2:8][CH2:7][C:4]([C:9]([C:17]3[CH:22]=[CH:21][CH:20]=[CH:19][CH:18]=3)([C:11]3[CH:16]=[CH:15][CH:14]=[CH:13][CH:12]=3)[OH:10])([CH2:5][CH2:6]1)[CH2:3][CH2:2]2.[Br:23][CH2:24][CH2:25][CH2:26][C:27]([O:29][CH2:30][CH3:31])=[O:28]. (3) Given the product [Cl:16][C:17]1[CH:18]=[CH:19][C:20]([C:23]2[CH:24]=[CH:25][C:26]([C:29]#[C:30][C:31]3[CH:32]=[CH:33][C:34](/[CH:37]=[CH:38]/[CH2:39][NH:6][CH:1]4[CH2:5][CH2:4][CH2:3][CH2:2]4)=[CH:35][CH:36]=3)=[N:27][CH:28]=2)=[CH:21][CH:22]=1, predict the reactants needed to synthesize it. The reactants are: [CH:1]1([NH2:6])[CH2:5][CH2:4][CH2:3][CH2:2]1.C(N(C(C)C)C(C)C)C.[Cl:16][C:17]1[CH:22]=[CH:21][C:20]([C:23]2[CH:24]=[CH:25][C:26]([C:29]#[C:30][C:31]3[CH:36]=[CH:35][C:34](/[CH:37]=[CH:38]/[CH2:39]Cl)=[CH:33][CH:32]=3)=[N:27][CH:28]=2)=[CH:19][CH:18]=1. (4) Given the product [CH2:15]([C:10]1[CH:11]=[C:12]([CH2:13][CH3:14])[N:7]2[N:6]=[C:5]([O:27][CH2:26][CH2:25][N:24]([C:18]3[CH:23]=[CH:22][CH:21]=[CH:20][CH:19]=3)[CH2:28][CH2:29][OH:30])[N:17]=[C:8]2[N:9]=1)[CH3:16], predict the reactants needed to synthesize it. The reactants are: CS([C:5]1[N:17]=[C:8]2[N:9]=[C:10]([CH2:15][CH3:16])[CH:11]=[C:12]([CH2:13][CH3:14])[N:7]2[N:6]=1)(=O)=O.[C:18]1([N:24]([CH2:28][CH2:29][OH:30])[CH2:25][CH2:26][OH:27])[CH:23]=[CH:22][CH:21]=[CH:20][CH:19]=1. (5) Given the product [CH3:13][N:5]([CH2:4][C:3]1[NH:1][N:2]=[C:15]([C:17]2[CH:22]=[CH:21][N:20]=[CH:19][CH:18]=2)[N:16]=1)[C:6](=[O:12])[O:7][C:8]([CH3:11])([CH3:10])[CH3:9], predict the reactants needed to synthesize it. The reactants are: [NH:1]([C:3](=O)[CH2:4][N:5]([CH3:13])[C:6](=[O:12])[O:7][C:8]([CH3:11])([CH3:10])[CH3:9])[NH2:2].[C:15]([C:17]1[CH:22]=[CH:21][N:20]=[CH:19][CH:18]=1)#[N:16].C([O-])([O-])=O.[K+].[K+]. (6) Given the product [C:49]([C@@H:45]1[CH2:46][CH2:47][CH2:48][N:44]1[C:42](=[O:43])[CH2:41][NH:10][C:11]1([CH3:39])[CH2:16][CH2:15][N:14]([C:17](=[O:38])[C:18]([NH:20][CH2:21][C:22]23[O:30][C:29]([CH3:32])([CH3:31])[O:28][CH:27]2[CH:26]2[O:33][C:34]([CH3:37])([CH3:36])[O:35][CH:25]2[CH2:24][O:23]3)=[O:19])[CH2:13][CH2:12]1)#[N:50], predict the reactants needed to synthesize it. The reactants are: C(N(CC)C(C)C)(C)C.[NH2:10][C:11]1([CH3:39])[CH2:16][CH2:15][N:14]([C:17](=[O:38])[C:18]([NH:20][CH2:21][C:22]23[O:30][C:29]([CH3:32])([CH3:31])[O:28][CH:27]2[CH:26]2[O:33][C:34]([CH3:37])([CH3:36])[O:35][CH:25]2[CH2:24][O:23]3)=[O:19])[CH2:13][CH2:12]1.Cl[CH2:41][C:42]([N:44]1[CH2:48][CH2:47][CH2:46][C@H:45]1[C:49]#[N:50])=[O:43].